This data is from Forward reaction prediction with 1.9M reactions from USPTO patents (1976-2016). The task is: Predict the product of the given reaction. (1) Given the reactants [K].C1(=O)[NH:6]C(=O)C2=CC=CC=C12.[Cl:13][C:14]1[CH:19]=[CH:18][C:17]([CH2:20][CH2:21][CH2:22]Br)=[CH:16][CH:15]=1.O.NN, predict the reaction product. The product is: [Cl:13][C:14]1[CH:19]=[CH:18][C:17]([CH2:20][CH2:21][CH2:22][NH2:6])=[CH:16][CH:15]=1. (2) Given the reactants [Cl:1][C:2]1[C:3]([F:39])=[C:4]([CH:8]2[C:12]([C:15]3[CH:20]=[CH:19][C:18]([Cl:21])=[CH:17][C:16]=3[F:22])([C:13]#[N:14])[CH:11]([CH2:23][C:24]([CH3:35])([CH3:34])[CH2:25][C:26]3[CH:31]=[CH:30][C:29]([O:32][CH3:33])=[CH:28][CH:27]=3)[NH:10][CH:9]2[C:36](O)=[O:37])[CH:5]=[CH:6][CH:7]=1.CC1(C)[O:45][C@@H:44]([CH2:46][CH2:47][NH2:48])[CH2:43][O:42]1.CN(C(ON1N=NC2C=CC=NC1=2)=[N+](C)C)C.F[P-](F)(F)(F)(F)F.CCN(C(C)C)C(C)C.Cl, predict the reaction product. The product is: [OH:45][C@H:44]([CH2:43][OH:42])[CH2:46][CH2:47][NH:48][C:36]([CH:9]1[CH:8]([C:4]2[CH:5]=[CH:6][CH:7]=[C:2]([Cl:1])[C:3]=2[F:39])[C:12]([C:15]2[CH:20]=[CH:19][C:18]([Cl:21])=[CH:17][C:16]=2[F:22])([C:13]#[N:14])[CH:11]([CH2:23][C:24]([CH3:35])([CH3:34])[CH2:25][C:26]2[CH:31]=[CH:30][C:29]([O:32][CH3:33])=[CH:28][CH:27]=2)[NH:10]1)=[O:37]. (3) Given the reactants Br[C:2]1[CH:3]=[CH:4][C:5]([F:29])=[C:6]([C:8]2([C:19]3[CH:24]=[CH:23][N:22]=[C:21]([C:25]([F:28])([F:27])[F:26])[CH:20]=3)[C:16]3[C:11](=[C:12]([F:17])[CH:13]=[CH:14][CH:15]=3)[C:10]([NH2:18])=[N:9]2)[CH:7]=1.[N:30]1[CH:35]=[C:34](B(O)O)[CH:33]=[N:32][CH:31]=1, predict the reaction product. The product is: [F:17][C:12]1[CH:13]=[CH:14][CH:15]=[C:16]2[C:11]=1[C:10]([NH2:18])=[N:9][C:8]2([C:6]1[CH:7]=[C:2]([C:34]2[CH:35]=[N:30][CH:31]=[N:32][CH:33]=2)[CH:3]=[CH:4][C:5]=1[F:29])[C:19]1[CH:24]=[CH:23][N:22]=[C:21]([C:25]([F:26])([F:27])[F:28])[CH:20]=1. (4) Given the reactants CC(C)([O-])C.[K+].[Br:7][C:8]1[CH:13]=[CH:12][C:11](F)=[CH:10][CH:9]=1.[C:15]([O:19][C:20]([N:22]1[CH2:25][CH:24]([OH:26])[CH2:23]1)=[O:21])([CH3:18])([CH3:17])[CH3:16], predict the reaction product. The product is: [C:15]([O:19][C:20]([N:22]1[CH2:25][CH:24]([O:26][C:11]2[CH:12]=[CH:13][C:8]([Br:7])=[CH:9][CH:10]=2)[CH2:23]1)=[O:21])([CH3:18])([CH3:16])[CH3:17]. (5) Given the reactants [O:1]1[C:9]2[C:4](=[N:5][CH:6]=[C:7]([OH:10])[CH:8]=2)[CH:3]=[CH:2]1.CC1(C)C(C)(C)OB(C2C=C3[O:27][CH:26]=[CH:25][C:22]3=[N:23]C=2)O1, predict the reaction product. The product is: [O:27]1[CH2:26][CH2:25][C:22]([O:10][C:7]2[CH:8]=[C:9]3[O:1][CH:2]=[CH:3][C:4]3=[N:5][CH:6]=2)=[N:23]1. (6) The product is: [Cl:1][C:2]1[CH:3]=[C:4]([C:18]2[N:22]=[C:21]([C:23]3[CH:28]=[C:27]([O:29][CH3:30])[N:26]=[C:25]([CH:31]4[CH2:35][CH2:34][CH2:33][CH2:32]4)[CH:24]=3)[O:20][N:19]=2)[CH:5]=[C:6]([CH3:17])[C:7]=1[O:8][CH2:9][CH:10]=[O:11]. Given the reactants [Cl:1][C:2]1[CH:3]=[C:4]([C:18]2[N:22]=[C:21]([C:23]3[CH:28]=[C:27]([O:29][CH3:30])[N:26]=[C:25]([CH:31]4[CH2:35][CH2:34][CH2:33][CH2:32]4)[CH:24]=3)[O:20][N:19]=2)[CH:5]=[C:6]([CH3:17])[C:7]=1[O:8][CH2:9][CH:10](OCC)[O:11]CC, predict the reaction product.